This data is from Catalyst prediction with 721,799 reactions and 888 catalyst types from USPTO. The task is: Predict which catalyst facilitates the given reaction. Reactant: Br[CH2:2][C:3]1[CH:8]=[CH:7][C:6]([NH:9][C:10](=[O:16])[O:11][C:12]([CH3:15])([CH3:14])[CH3:13])=[CH:5][CH:4]=1.[CH:17]1([C@@H:21]([NH2:23])[CH3:22])[CH2:20][CH2:19][CH2:18]1.C(CN1C=C(CN([C@@H](C2CCC2)C)C(=O)OCC2C3C=CC=CC=3C3C2=CC=CC=3)N=N1)#N.CCN(C(C)C)C(C)C. Product: [CH:17]1([C@@H:21]([NH:23][CH2:2][C:3]2[CH:8]=[CH:7][C:6]([NH:9][C:10](=[O:16])[O:11][C:12]([CH3:15])([CH3:14])[CH3:13])=[CH:5][CH:4]=2)[CH3:22])[CH2:20][CH2:19][CH2:18]1. The catalyst class is: 2.